The task is: Regression. Given two drug SMILES strings and cell line genomic features, predict the synergy score measuring deviation from expected non-interaction effect.. This data is from NCI-60 drug combinations with 297,098 pairs across 59 cell lines. (1) Drug 1: C1CC(=O)NC(=O)C1N2CC3=C(C2=O)C=CC=C3N. Drug 2: CC1C(C(CC(O1)OC2CC(CC3=C2C(=C4C(=C3O)C(=O)C5=C(C4=O)C(=CC=C5)OC)O)(C(=O)CO)O)N)O.Cl. Cell line: HOP-62. Synergy scores: CSS=44.7, Synergy_ZIP=2.19, Synergy_Bliss=1.78, Synergy_Loewe=-16.4, Synergy_HSA=1.58. (2) Drug 1: CS(=O)(=O)CCNCC1=CC=C(O1)C2=CC3=C(C=C2)N=CN=C3NC4=CC(=C(C=C4)OCC5=CC(=CC=C5)F)Cl. Drug 2: C1CNP(=O)(OC1)N(CCCl)CCCl. Cell line: HOP-62. Synergy scores: CSS=-1.69, Synergy_ZIP=6.87, Synergy_Bliss=11.9, Synergy_Loewe=6.16, Synergy_HSA=4.97. (3) Drug 1: CNC(=O)C1=CC=CC=C1SC2=CC3=C(C=C2)C(=NN3)C=CC4=CC=CC=N4. Drug 2: CCC1(CC2CC(C3=C(CCN(C2)C1)C4=CC=CC=C4N3)(C5=C(C=C6C(=C5)C78CCN9C7C(C=CC9)(C(C(C8N6C=O)(C(=O)OC)O)OC(=O)C)CC)OC)C(=O)OC)O.OS(=O)(=O)O. Cell line: SW-620. Synergy scores: CSS=49.4, Synergy_ZIP=6.36, Synergy_Bliss=8.82, Synergy_Loewe=-13.5, Synergy_HSA=6.56. (4) Drug 1: CCC1(CC2CC(C3=C(CCN(C2)C1)C4=CC=CC=C4N3)(C5=C(C=C6C(=C5)C78CCN9C7C(C=CC9)(C(C(C8N6C=O)(C(=O)OC)O)OC(=O)C)CC)OC)C(=O)OC)O.OS(=O)(=O)O. Drug 2: COC1=NC(=NC2=C1N=CN2C3C(C(C(O3)CO)O)O)N. Cell line: OVCAR-5. Synergy scores: CSS=1.93, Synergy_ZIP=2.89, Synergy_Bliss=7.00, Synergy_Loewe=-1.28, Synergy_HSA=2.16. (5) Drug 1: CN(C)C1=NC(=NC(=N1)N(C)C)N(C)C. Drug 2: CN(CCCl)CCCl.Cl. Cell line: UACC62. Synergy scores: CSS=1.25, Synergy_ZIP=-1.14, Synergy_Bliss=-0.929, Synergy_Loewe=-10.3, Synergy_HSA=-3.49. (6) Drug 1: CCC(=C(C1=CC=CC=C1)C2=CC=C(C=C2)OCCN(C)C)C3=CC=CC=C3.C(C(=O)O)C(CC(=O)O)(C(=O)O)O. Drug 2: CC1C(C(CC(O1)OC2CC(OC(C2O)C)OC3=CC4=CC5=C(C(=O)C(C(C5)C(C(=O)C(C(C)O)O)OC)OC6CC(C(C(O6)C)O)OC7CC(C(C(O7)C)O)OC8CC(C(C(O8)C)O)(C)O)C(=C4C(=C3C)O)O)O)O. Cell line: OVCAR-5. Synergy scores: CSS=6.82, Synergy_ZIP=-1.66, Synergy_Bliss=-1.82, Synergy_Loewe=-35.4, Synergy_HSA=-1.49. (7) Drug 1: COCCOC1=C(C=C2C(=C1)C(=NC=N2)NC3=CC=CC(=C3)C#C)OCCOC.Cl. Drug 2: CC1C(C(CC(O1)OC2CC(CC3=C2C(=C4C(=C3O)C(=O)C5=C(C4=O)C(=CC=C5)OC)O)(C(=O)CO)O)N)O.Cl. Cell line: HOP-62. Synergy scores: CSS=48.1, Synergy_ZIP=-1.01, Synergy_Bliss=0.233, Synergy_Loewe=2.75, Synergy_HSA=3.69. (8) Drug 1: CN(CC1=CN=C2C(=N1)C(=NC(=N2)N)N)C3=CC=C(C=C3)C(=O)NC(CCC(=O)O)C(=O)O. Drug 2: CC1CCCC2(C(O2)CC(NC(=O)CC(C(C(=O)C(C1O)C)(C)C)O)C(=CC3=CSC(=N3)C)C)C. Cell line: SK-MEL-28. Synergy scores: CSS=39.4, Synergy_ZIP=-7.20, Synergy_Bliss=-3.73, Synergy_Loewe=-2.00, Synergy_HSA=0.549. (9) Drug 1: CC(C1=C(C=CC(=C1Cl)F)Cl)OC2=C(N=CC(=C2)C3=CN(N=C3)C4CCNCC4)N. Drug 2: CC1=C(N=C(N=C1N)C(CC(=O)N)NCC(C(=O)N)N)C(=O)NC(C(C2=CN=CN2)OC3C(C(C(C(O3)CO)O)O)OC4C(C(C(C(O4)CO)O)OC(=O)N)O)C(=O)NC(C)C(C(C)C(=O)NC(C(C)O)C(=O)NCCC5=NC(=CS5)C6=NC(=CS6)C(=O)NCCC[S+](C)C)O. Cell line: NCIH23. Synergy scores: CSS=9.28, Synergy_ZIP=-9.31, Synergy_Bliss=-10.8, Synergy_Loewe=-12.3, Synergy_HSA=-7.91.